The task is: Predict the product of the given reaction.. This data is from Forward reaction prediction with 1.9M reactions from USPTO patents (1976-2016). The product is: [F:1][C:2]1[C:12]([O:13][CH3:14])=[CH:11][CH:10]=[C:9]([O:15][CH3:16])[C:3]=1[C:4]([OH:6])=[O:5]. Given the reactants [F:1][C:2]1[C:12]([O:13][CH3:14])=[CH:11][CH:10]=[C:9]([O:15][CH3:16])[C:3]=1[C:4]([O:6]CC)=[O:5].[OH-].[Li+], predict the reaction product.